This data is from Peptide-MHC class I binding affinity with 185,985 pairs from IEDB/IMGT. The task is: Regression. Given a peptide amino acid sequence and an MHC pseudo amino acid sequence, predict their binding affinity value. This is MHC class I binding data. (1) The peptide sequence is FVETLARSI. The MHC is HLA-A02:03 with pseudo-sequence HLA-A02:03. The binding affinity (normalized) is 0.193. (2) The peptide sequence is YLVSIFLHL. The MHC is HLA-A02:01 with pseudo-sequence HLA-A02:01. The binding affinity (normalized) is 0.836. (3) The peptide sequence is NLPSKPVWL. The MHC is HLA-B27:05 with pseudo-sequence HLA-B27:05. The binding affinity (normalized) is 0.0847. (4) The peptide sequence is YMHGSIHEV. The MHC is HLA-C12:03 with pseudo-sequence HLA-C12:03. The binding affinity (normalized) is 0.699.